Dataset: Forward reaction prediction with 1.9M reactions from USPTO patents (1976-2016). Task: Predict the product of the given reaction. (1) Given the reactants [NH2:1][C:2]1[CH:9]=[CH:8][C:5]([C:6]#[N:7])=[CH:4][N:3]=1.B.C1COCC1.[NH4+].[OH-], predict the reaction product. The product is: [NH2:7][CH2:6][C:5]1[CH:8]=[CH:9][C:2]([NH2:1])=[N:3][CH:4]=1. (2) Given the reactants [CH2:1]([C:8]1([CH2:11]O)[CH2:10][CH2:9]1)[C:2]1[CH:7]=[CH:6][CH:5]=[CH:4][CH:3]=1.N1C=CC=CC=1.C(Br)(Br)(Br)[Br:20].C1(P(C2C=CC=CC=2)C2C=CC=CC=2)C=CC=CC=1.C([O-])(O)=O.[Na+], predict the reaction product. The product is: [Br:20][CH2:11][C:8]1([CH2:1][C:2]2[CH:7]=[CH:6][CH:5]=[CH:4][CH:3]=2)[CH2:10][CH2:9]1. (3) Given the reactants [CH3:1][O:2][C:3]([C:5]1[CH:6]=[CH:7][C:8]([C:11]([OH:13])=O)=[N:9][CH:10]=1)=[O:4].C1N=CN(C(N2C=NC=C2)=O)C=1.[Cl:26][C:27]1[CH:28]=[C:29]([CH:31]=[C:32]([Cl:37])[C:33]=1[O:34][CH2:35][CH3:36])[NH2:30].CCN(C(C)C)C(C)C, predict the reaction product. The product is: [Cl:26][C:27]1[CH:28]=[C:29]([NH:30][C:11]([C:8]2[CH:7]=[CH:6][C:5]([C:3]([O:2][CH3:1])=[O:4])=[CH:10][N:9]=2)=[O:13])[CH:31]=[C:32]([Cl:37])[C:33]=1[O:34][CH2:35][CH3:36].